Dataset: Forward reaction prediction with 1.9M reactions from USPTO patents (1976-2016). Task: Predict the product of the given reaction. (1) The product is: [Cl:26][C:27]1[CH:28]=[C:29]([S:33][C:16]2[CH:17]=[CH:18][C:13]([N:6]3[CH:7]=[C:8]([NH:9][C:10]([NH2:12])=[O:11])[C:4]([C:1](=[O:3])[NH2:2])=[N:5]3)=[CH:14][CH:15]=2)[CH:30]=[CH:31][CH:32]=1. Given the reactants [C:1]([C:4]1[C:8]([NH:9][C:10]([NH2:12])=[O:11])=[CH:7][N:6]([C:13]2[CH:18]=[CH:17][C:16](I)=[CH:15][CH:14]=2)[N:5]=1)(=[O:3])[NH2:2].C(=O)([O-])[O-].[Cs+].[Cs+].[Cl:26][C:27]1[CH:28]=[C:29]([SH:33])[CH:30]=[CH:31][CH:32]=1, predict the reaction product. (2) Given the reactants [Cl:1][C:2]1[C:11]2[C:6](=[CH:7][C:8]([O:14][CH2:15][CH:16]3[CH2:21][CH2:20][N:19]([CH2:22][CH2:23][S:24]([CH3:27])(=[O:26])=[O:25])[CH2:18][CH2:17]3)=[C:9]([O:12][CH3:13])[CH:10]=2)[N:5]=[CH:4][N:3]=1.[NH2:28][C:29]1[CH:30]=[C:31]2[C:35](=[CH:36][CH:37]=1)[NH:34][CH:33]=[CH:32]2, predict the reaction product. The product is: [ClH:1].[NH:34]1[C:35]2[C:31](=[CH:30][C:29]([NH:28][C:2]3[C:11]4[C:6](=[CH:7][C:8]([O:14][CH2:15][CH:16]5[CH2:21][CH2:20][N:19]([CH2:22][CH2:23][S:24]([CH3:27])(=[O:26])=[O:25])[CH2:18][CH2:17]5)=[C:9]([O:12][CH3:13])[CH:10]=4)[N:5]=[CH:4][N:3]=3)=[CH:37][CH:36]=2)[CH:32]=[CH:33]1.